This data is from Experimental lipophilicity measurements (octanol/water distribution) for 4,200 compounds from AstraZeneca. The task is: Regression/Classification. Given a drug SMILES string, predict its absorption, distribution, metabolism, or excretion properties. Task type varies by dataset: regression for continuous measurements (e.g., permeability, clearance, half-life) or binary classification for categorical outcomes (e.g., BBB penetration, CYP inhibition). For this dataset (lipophilicity_astrazeneca), we predict Y. (1) The molecule is COc1ccc(CNCc2cccc(CCNC[C@H](O)c3ccc(O)c4[nH]c(=O)sc34)c2)cc1. The Y is 0.860 logD. (2) The compound is CC(C)C(NC(=O)Cn1c(-c2ccccc2)ccc(NS(=O)(=O)C(F)(F)F)c1=O)C(=O)C(F)(F)F. The Y is 1.01 logD. (3) The compound is Cc1cc(C)n(-c2cccc(Cl)c2C#N)n1. The Y is 3.00 logD. (4) The molecule is COc1cc(N2CC3CNCC(C2)O3)ccc1Nc1ncc(Cl)c(-c2cnc3ccccn23)n1. The Y is 2.30 logD. (5) The molecule is N#Cc1cnc(N2CCN(C(=O)[C@@H]3CCCC[C@H]3C(=O)NC3(C#N)CC3)CC2)s1. The Y is 1.20 logD. (6) The drug is CS(=O)(=O)c1ccc2c3c([nH]c2c1)CCN(C(=O)[C@@H]1CCCC[C@H]1C(=O)NC1(C#N)CC1)C3. The Y is 1.50 logD.